From a dataset of Full USPTO retrosynthesis dataset with 1.9M reactions from patents (1976-2016). Predict the reactants needed to synthesize the given product. (1) Given the product [C:1]([NH:4][CH2:5][CH2:6][CH2:7][C@:8]([C@@H:25]1[CH2:30][CH2:29][CH2:28][N:27]([C:31]([C:33]2[CH:48]=[CH:47][C:36]([CH2:37][N:38]([CH3:46])[C:39](=[O:45])[O:40][CH2:88][CH2:89][CH2:90][CH3:91])=[CH:35][CH:34]=2)=[O:32])[CH2:26]1)([C:10]1[CH:15]=[CH:14][CH:13]=[C:12]([Cl:16])[C:11]=1[C:52]1[CH:51]=[CH:50][CH:55]=[C:54]([CH2:64][CH3:65])[CH:53]=1)[OH:9])(=[O:3])[CH3:2], predict the reactants needed to synthesize it. The reactants are: [C:1]([NH:4][CH2:5][CH2:6][CH2:7][C@:8]([C@@H:25]1[CH2:30][CH2:29][CH2:28][N:27]([C:31]([C:33]2[CH:48]=[CH:47][C:36]([CH2:37][N:38]([CH3:46])[C:39](=[O:45])[O:40]C(C)(C)C)=[CH:35][CH:34]=2)=[O:32])[CH2:26]1)([C:10]1[CH:15]=[CH:14][CH:13]=[C:12]([Cl:16])[C:11]=1C1C=CC=C(CC)C=1)[OH:9])(=[O:3])[CH3:2].Cl[C:50]1[C:55](C2C=CC=C(CC)C=2)=[C:54]([C@@:64](O)([C@@H]2CCCNC2)[CH2:65]CCNC(=O)C)[CH:53]=[CH:52][CH:51]=1.C(OC(N([CH2:88][C:89]1C=CC(C(O)=O)=[CH:91][CH:90]=1)C)=O)(C)(C)C.CCN(C(C)C)C(C)C.CN(C(ON1N=NC2C=CC=CC1=2)=[N+](C)C)C.F[P-](F)(F)(F)(F)F. (2) Given the product [C:32]([C:29]1[CH:30]=[CH:31][C:26]([C:17]2[C:4]3[C:3]4[CH:2]=[C:11]([O:12][CH3:13])[CH:10]=[CH:9][C:8]=4[NH:7][C:6](=[O:14])[C:5]=3[S:15][CH:16]=2)=[CH:27][CH:28]=1)(=[O:34])[CH3:33], predict the reactants needed to synthesize it. The reactants are: Br[C:2]1[C:3]2[C:4]3[CH:17]=[CH:16][S:15][C:5]=3[C:6](=[O:14])[NH:7][C:8]=2[CH:9]=[CH:10][C:11]=1[O:12][CH3:13].CC1(C)C(C)(C)OB([C:26]2[CH:31]=[CH:30][C:29]([C:32](=[O:34])[CH3:33])=[CH:28][CH:27]=2)O1. (3) Given the product [Cl:1][C:2]1[CH:7]=[C:6]([Cl:8])[CH:5]=[CH:4][C:3]=1[CH2:9][CH:10]([NH:12][OH:13])[CH3:11], predict the reactants needed to synthesize it. The reactants are: [Cl:1][C:2]1[CH:7]=[C:6]([Cl:8])[CH:5]=[CH:4][C:3]=1[CH2:9][C:10](=[N:12][OH:13])[CH3:11].C([BH3-])#N.[Na+]. (4) Given the product [Br:8][C:9]1[CH:10]=[N:11][N:12]2[CH:17]=[C:16]([C:18]3[CH:23]=[CH:22][C:21]([O:24][CH2:25][CH2:26][N:27]([CH3:32])[CH3:28])=[CH:20][CH:19]=3)[CH:15]=[N:14][C:13]=12, predict the reactants needed to synthesize it. The reactants are: C1(O)C=CC=CC=1.[Br:8][C:9]1[CH:10]=[N:11][N:12]2[CH:17]=[C:16]([C:18]3[CH:23]=[CH:22][C:21]([O:24][CH2:25][CH2:26][N:27]4[CH2:32]CCC[CH2:28]4)=[CH:20][CH:19]=3)[CH:15]=[N:14][C:13]=12.C([O-])([O-])=O.[Cs+].[Cs+].[Na+].[I-]. (5) Given the product [C:1]1([C:25]2[CH:30]=[CH:29][CH:28]=[CH:27][CH:26]=2)[CH:6]=[CH:5][C:4]([CH2:7][C@H:8]([NH:13][C:14]([C:16]2([CH2:37][C:35]([OH:31])=[O:36])[CH2:20][CH2:19][CH2:18][CH2:17]2)=[O:15])[C:9]([NH:11][CH3:12])=[O:10])=[CH:3][CH:2]=1, predict the reactants needed to synthesize it. The reactants are: [C:1]1([C:25]2[CH:30]=[CH:29][CH:28]=[CH:27][CH:26]=2)[CH:6]=[CH:5][C:4]([CH2:7][C@H:8]([NH:13][C:14]([C:16]2(CC(Cl)=C)[CH2:20][CH2:19][CH2:18][CH2:17]2)=[O:15])[C:9]([NH:11][CH3:12])=[O:10])=[CH:3][CH:2]=1.[O:31]=[O+][O-].C[C:35]([CH3:37])=[O:36]. (6) Given the product [CH2:12]([O:11][C:10]1[C:9](=[O:19])[N:8]2[CH:20]=[C:21]([CH2:24][N:25]3[CH2:26][CH2:27][O:28][CH2:29][CH2:30]3)[CH:22]=[CH:23][C:7]2=[N:6][C:5]=1[C:3]([NH:32][NH2:33])=[O:2])[C:13]1[CH:18]=[CH:17][CH:16]=[CH:15][CH:14]=1, predict the reactants needed to synthesize it. The reactants are: C[O:2][C:3]([C:5]1[N:6]=[C:7]2[CH:23]=[CH:22][C:21]([CH2:24][N:25]3[CH2:30][CH2:29][O:28][CH2:27][CH2:26]3)=[CH:20][N:8]2[C:9](=[O:19])[C:10]=1[O:11][CH2:12][C:13]1[CH:18]=[CH:17][CH:16]=[CH:15][CH:14]=1)=O.O.[NH2:32][NH2:33].